Regression. Given two drug SMILES strings and cell line genomic features, predict the synergy score measuring deviation from expected non-interaction effect. From a dataset of NCI-60 drug combinations with 297,098 pairs across 59 cell lines. (1) Drug 2: CNC(=O)C1=NC=CC(=C1)OC2=CC=C(C=C2)NC(=O)NC3=CC(=C(C=C3)Cl)C(F)(F)F. Synergy scores: CSS=2.34, Synergy_ZIP=-1.44, Synergy_Bliss=-1.65, Synergy_Loewe=-8.54, Synergy_HSA=-3.55. Drug 1: C1C(C(OC1N2C=C(C(=O)NC2=O)F)CO)O. Cell line: OVCAR-4. (2) Drug 1: CN(CCCl)CCCl.Cl. Synergy scores: CSS=19.4, Synergy_ZIP=-4.23, Synergy_Bliss=2.32, Synergy_Loewe=-34.8, Synergy_HSA=2.32. Cell line: M14. Drug 2: C(CCl)NC(=O)N(CCCl)N=O. (3) Drug 1: C1CC(=O)NC(=O)C1N2CC3=C(C2=O)C=CC=C3N. Drug 2: C1=NC2=C(N1)C(=S)N=C(N2)N. Cell line: TK-10. Synergy scores: CSS=28.5, Synergy_ZIP=-11.1, Synergy_Bliss=-2.31, Synergy_Loewe=-9.09, Synergy_HSA=-0.360. (4) Synergy scores: CSS=8.18, Synergy_ZIP=-12.3, Synergy_Bliss=-18.6, Synergy_Loewe=-11.5, Synergy_HSA=-10.3. Cell line: MDA-MB-231. Drug 2: CCC1(C2=C(COC1=O)C(=O)N3CC4=CC5=C(C=CC(=C5CN(C)C)O)N=C4C3=C2)O.Cl. Drug 1: C1CC(=O)NC(=O)C1N2C(=O)C3=CC=CC=C3C2=O. (5) Drug 1: C1CC(=O)NC(=O)C1N2CC3=C(C2=O)C=CC=C3N. Drug 2: CS(=O)(=O)OCCCCOS(=O)(=O)C. Cell line: SK-MEL-5. Synergy scores: CSS=6.34, Synergy_ZIP=5.45, Synergy_Bliss=10.4, Synergy_Loewe=6.03, Synergy_HSA=6.79. (6) Drug 1: COC1=C2C(=CC3=C1OC=C3)C=CC(=O)O2. Drug 2: C(CCl)NC(=O)N(CCCl)N=O. Cell line: UO-31. Synergy scores: CSS=12.9, Synergy_ZIP=0.528, Synergy_Bliss=3.04, Synergy_Loewe=6.20, Synergy_HSA=3.53. (7) Drug 1: COC1=NC(=NC2=C1N=CN2C3C(C(C(O3)CO)O)O)N. Drug 2: C(CN)CNCCSP(=O)(O)O. Cell line: HOP-62. Synergy scores: CSS=5.86, Synergy_ZIP=-1.93, Synergy_Bliss=0.868, Synergy_Loewe=2.78, Synergy_HSA=-0.465. (8) Synergy scores: CSS=29.9, Synergy_ZIP=-0.830, Synergy_Bliss=-3.03, Synergy_Loewe=-18.2, Synergy_HSA=-2.02. Drug 2: CC1CCCC2(C(O2)CC(NC(=O)CC(C(C(=O)C(C1O)C)(C)C)O)C(=CC3=CSC(=N3)C)C)C. Drug 1: C1=NC2=C(N=C(N=C2N1C3C(C(C(O3)CO)O)O)F)N. Cell line: SNB-75. (9) Drug 1: CCCS(=O)(=O)NC1=C(C(=C(C=C1)F)C(=O)C2=CNC3=C2C=C(C=N3)C4=CC=C(C=C4)Cl)F. Drug 2: CCCCCOC(=O)NC1=NC(=O)N(C=C1F)C2C(C(C(O2)C)O)O. Cell line: HOP-92. Synergy scores: CSS=-5.68, Synergy_ZIP=-1.45, Synergy_Bliss=-7.73, Synergy_Loewe=-9.04, Synergy_HSA=-9.49. (10) Drug 1: C1CN1P(=S)(N2CC2)N3CC3. Drug 2: C1CN(P(=O)(OC1)NCCCl)CCCl. Cell line: NCI-H522. Synergy scores: CSS=16.3, Synergy_ZIP=-5.71, Synergy_Bliss=0.260, Synergy_Loewe=-9.04, Synergy_HSA=1.42.